From a dataset of TCR-epitope binding with 47,182 pairs between 192 epitopes and 23,139 TCRs. Binary Classification. Given a T-cell receptor sequence (or CDR3 region) and an epitope sequence, predict whether binding occurs between them. (1) The epitope is PROT_97E67BCC. The TCR CDR3 sequence is CASRTSGTYEQYF. Result: 1 (the TCR binds to the epitope). (2) The epitope is TTLPVNVAF. The TCR CDR3 sequence is CASSLSAHAGDTQYF. Result: 0 (the TCR does not bind to the epitope). (3) The epitope is KLFIRQEEV. The TCR CDR3 sequence is CASSYLFGDANTGELFF. Result: 0 (the TCR does not bind to the epitope). (4) The epitope is KLWAQCVQL. The TCR CDR3 sequence is CASSDGTTSWNEQFF. Result: 1 (the TCR binds to the epitope). (5) The epitope is VLWAHGFEL. The TCR CDR3 sequence is CASSAGTDSYNSPLHF. Result: 0 (the TCR does not bind to the epitope). (6) Result: 1 (the TCR binds to the epitope). The TCR CDR3 sequence is CASSSSYGYTF. The epitope is FPPTSFGPL.